This data is from NCI-60 drug combinations with 297,098 pairs across 59 cell lines. The task is: Regression. Given two drug SMILES strings and cell line genomic features, predict the synergy score measuring deviation from expected non-interaction effect. (1) Drug 1: C1CC(=O)NC(=O)C1N2CC3=C(C2=O)C=CC=C3N. Cell line: NCI-H522. Synergy scores: CSS=3.57, Synergy_ZIP=-1.02, Synergy_Bliss=1.55, Synergy_Loewe=1.83, Synergy_HSA=2.36. Drug 2: C1CN(P(=O)(OC1)NCCCl)CCCl. (2) Drug 1: COC1=C(C=C2C(=C1)N=CN=C2NC3=CC(=C(C=C3)F)Cl)OCCCN4CCOCC4. Drug 2: CC(CN1CC(=O)NC(=O)C1)N2CC(=O)NC(=O)C2. Cell line: A549. Synergy scores: CSS=45.0, Synergy_ZIP=-1.13, Synergy_Bliss=-1.73, Synergy_Loewe=6.32, Synergy_HSA=7.78. (3) Drug 1: CN(C)C1=NC(=NC(=N1)N(C)C)N(C)C. Drug 2: CC12CCC3C(C1CCC2OP(=O)(O)O)CCC4=C3C=CC(=C4)OC(=O)N(CCCl)CCCl.[Na+]. Cell line: HCT-15. Synergy scores: CSS=-3.24, Synergy_ZIP=-4.63, Synergy_Bliss=-11.1, Synergy_Loewe=-21.1, Synergy_HSA=-14.7. (4) Drug 1: CCN(CC)CCNC(=O)C1=C(NC(=C1C)C=C2C3=C(C=CC(=C3)F)NC2=O)C. Drug 2: CCCCC(=O)OCC(=O)C1(CC(C2=C(C1)C(=C3C(=C2O)C(=O)C4=C(C3=O)C=CC=C4OC)O)OC5CC(C(C(O5)C)O)NC(=O)C(F)(F)F)O. Cell line: CCRF-CEM. Synergy scores: CSS=63.0, Synergy_ZIP=15.9, Synergy_Bliss=13.2, Synergy_Loewe=-1.21, Synergy_HSA=3.93. (5) Drug 1: CC1C(C(CC(O1)OC2CC(CC3=C2C(=C4C(=C3O)C(=O)C5=C(C4=O)C(=CC=C5)OC)O)(C(=O)C)O)N)O.Cl. Drug 2: CC=C1C(=O)NC(C(=O)OC2CC(=O)NC(C(=O)NC(CSSCCC=C2)C(=O)N1)C(C)C)C(C)C. Cell line: MCF7. Synergy scores: CSS=15.9, Synergy_ZIP=-4.44, Synergy_Bliss=-0.783, Synergy_Loewe=-15.5, Synergy_HSA=1.03. (6) Drug 2: C1=C(C(=O)NC(=O)N1)N(CCCl)CCCl. Synergy scores: CSS=36.2, Synergy_ZIP=-7.44, Synergy_Bliss=-0.944, Synergy_Loewe=-0.241, Synergy_HSA=0.691. Drug 1: CN1CCC(CC1)COC2=C(C=C3C(=C2)N=CN=C3NC4=C(C=C(C=C4)Br)F)OC. Cell line: UACC62. (7) Drug 1: CC1=C(C=C(C=C1)C(=O)NC2=CC(=CC(=C2)C(F)(F)F)N3C=C(N=C3)C)NC4=NC=CC(=N4)C5=CN=CC=C5. Drug 2: CN(CCCl)CCCl.Cl. Cell line: HOP-62. Synergy scores: CSS=11.2, Synergy_ZIP=-1.04, Synergy_Bliss=2.00, Synergy_Loewe=-8.22, Synergy_HSA=-4.21.